Dataset: Catalyst prediction with 721,799 reactions and 888 catalyst types from USPTO. Task: Predict which catalyst facilitates the given reaction. (1) Reactant: C([O:8][C:9](=[O:38])[CH:10]([NH:30][C:31]([O:33][C:34]([CH3:37])([CH3:36])[CH3:35])=[O:32])[CH2:11][C:12]1[C:20]2[C:15](=[CH:16][CH:17]=[CH:18][CH:19]=2)[N:14]([CH2:21][CH:22]=[CH:23][C:24]2[CH:29]=[CH:28][CH:27]=[CH:26][CH:25]=2)[CH:13]=1)C1C=CC=CC=1.[OH-].[K+].C1COCC1. Product: [C:34]([O:33][C:31]([NH:30][C@H:10]([CH2:11][C:12]1[C:20]2[C:15](=[CH:16][CH:17]=[CH:18][CH:19]=2)[N:14]([CH2:21][CH:22]=[CH:23][C:24]2[CH:29]=[CH:28][CH:27]=[CH:26][CH:25]=2)[CH:13]=1)[C:9]([OH:38])=[O:8])=[O:32])([CH3:37])([CH3:35])[CH3:36]. The catalyst class is: 24. (2) Reactant: [CH:1]([C:3]1([CH3:16])[CH2:8][CH2:7][N:6]([C:9]([O:11][C:12]([CH3:15])([CH3:14])[CH3:13])=[O:10])[CH2:5][CH2:4]1)=O.C(O)(=O)C.[C:21]1([C@@H:27]2[CH2:29][C@H:28]2[NH2:30])[CH:26]=[CH:25][CH:24]=[CH:23][CH:22]=1.C(O[BH-](OC(=O)C)OC(=O)C)(=O)C.[Na+]. Product: [CH3:16][C:3]1([CH2:1][NH:30][C@@H:28]2[CH2:29][C@H:27]2[C:21]2[CH:26]=[CH:25][CH:24]=[CH:23][CH:22]=2)[CH2:8][CH2:7][N:6]([C:9]([O:11][C:12]([CH3:15])([CH3:14])[CH3:13])=[O:10])[CH2:5][CH2:4]1. The catalyst class is: 279. (3) Reactant: [CH3:1][S:2]([C:5]1[CH:10]=[CH:9][C:8]([C@H:11]([C:29]2[CH:34]=[CH:33][CH:32]=[CH:31][CH:30]=2)[CH2:12][C:13](N2[C@@H](C3C=CC=CC=3)[C@@H](C)N(C)C2=O)=[O:14])=[CH:7][CH:6]=1)(=[O:4])=[O:3].[H-].[Al+3].[Li+].[H-].[H-].[H-]. Product: [C:29]1([C@@H:11]([C:8]2[CH:7]=[CH:6][C:5]([S:2]([CH3:1])(=[O:4])=[O:3])=[CH:10][CH:9]=2)[CH2:12][CH2:13][OH:14])[CH:30]=[CH:31][CH:32]=[CH:33][CH:34]=1. The catalyst class is: 1. (4) Reactant: [CH3:1][N:2]1[C:6]([NH2:7])=[CH:5][C:4]([C:8]([CH3:14])([CH3:13])[C:9]([F:12])([F:11])[F:10])=[N:3]1.[F:15][C:16]1[CH:21]=[C:20]([B:22]2[O:26][C:25]([CH3:28])([CH3:27])[C:24]([CH3:30])([CH3:29])[O:23]2)[CH:19]=[CH:18][C:17]=1[CH2:31][C:32](O)=[O:33].N1C=CC=CC=1.CCCP(=O)=O. Product: [F:15][C:16]1[CH:21]=[C:20]([B:22]2[O:26][C:25]([CH3:27])([CH3:28])[C:24]([CH3:29])([CH3:30])[O:23]2)[CH:19]=[CH:18][C:17]=1[CH2:31][C:32]([NH:7][C:6]1[N:2]([CH3:1])[N:3]=[C:4]([C:8]([CH3:14])([CH3:13])[C:9]([F:11])([F:10])[F:12])[CH:5]=1)=[O:33]. The catalyst class is: 13. (5) Reactant: [Br:1][C:2]1[C:7]([F:8])=[CH:6][C:5]([CH2:9][OH:10])=[C:4]([Cl:11])[CH:3]=1.N12CCCN=C1CCCCC2.[Cl:23][C:24]([Cl:28])([Cl:27])[C:25]#[N:26]. Product: [Cl:23][C:24]([Cl:28])([Cl:27])[C:25](=[NH:26])[O:10][CH2:9][C:5]1[CH:6]=[C:7]([F:8])[C:2]([Br:1])=[CH:3][C:4]=1[Cl:11]. The catalyst class is: 2. (6) Reactant: C([O:5][C:6]([NH:8][CH:9]1[CH2:13][CH2:12][N:11]([C:14]([O:16][CH:17]2[CH:24]3[CH2:25][C:20]4([C:27](=[O:29])N)[CH2:21][CH:22]([CH2:26][CH:18]2[CH2:19]4)[CH2:23]3)=[O:15])[CH2:10]1)=[O:7])(C)(C)C.[OH-:30].[Na+]. Product: [CH2:17]([O:5][C:6]([NH:8][CH:9]1[CH2:13][CH2:12][N:11]([C:14]([O:16][CH:17]2[CH:24]3[CH2:25][C:20]4([C:27]([OH:30])=[O:29])[CH2:21][CH:22]([CH2:26][C@@H:18]2[CH2:19]4)[CH2:23]3)=[O:15])[CH2:10]1)=[O:7])[CH:18]([CH3:26])[CH3:19]. The catalyst class is: 36.